From a dataset of Reaction yield outcomes from USPTO patents with 853,638 reactions. Predict the reaction yield, written as a fraction of the theoretical maximum amount of product (1.0 means a 100% yield; for example, 0.34 means a 34% yield). (1) The reactants are C(O)(C(F)(F)F)=O.C(OC([N:15]1[CH2:19][CH2:18][CH:17]([N:20]2[C:25]3[N:26]=[C:27]([NH2:31])[N:28]=[C:29]([CH3:30])[C:24]=3[CH:23]=[C:22]([C:32]3[CH:33]=[N:34][C:35]([O:38][CH3:39])=[CH:36][CH:37]=3)[C:21]2=[O:40])[CH2:16]1)=O)(C)(C)C. The catalyst is ClCCl. The product is [NH2:31][C:27]1[N:28]=[C:29]([CH3:30])[C:24]2[CH:23]=[C:22]([C:32]3[CH:33]=[N:34][C:35]([O:38][CH3:39])=[CH:36][CH:37]=3)[C:21](=[O:40])[N:20]([CH:17]3[CH2:18][CH2:19][NH:15][CH2:16]3)[C:25]=2[N:26]=1. The yield is 0.928. (2) The yield is 0.300. The reactants are [CH2:1]([C:5]1[N:6]=[C:7]([CH2:27][O:28][CH3:29])[NH:8][C:9](=[O:26])[C:10]=1[CH2:11][C:12]1[CH:17]=[CH:16][C:15]([C:18]2[C:19]([C:24]#[N:25])=[CH:20][CH:21]=[CH:22][CH:23]=2)=[CH:14][CH:13]=1)[CH2:2][CH2:3][CH3:4].C(=O)([O-])[O-].[Cs+].[Cs+].I[CH2:37][C:38]([CH3:41])([CH3:40])[CH3:39].CN(C)C(=O)C. The product is [CH2:1]([C:5]1[N:6]=[C:7]([CH2:27][O:28][CH3:29])[N:8]([CH2:37][C:38]([CH3:41])([CH3:40])[CH3:39])[C:9](=[O:26])[C:10]=1[CH2:11][C:12]1[CH:17]=[CH:16][C:15]([C:18]2[C:19]([C:24]#[N:25])=[CH:20][CH:21]=[CH:22][CH:23]=2)=[CH:14][CH:13]=1)[CH2:2][CH2:3][CH3:4]. The catalyst is C(OCC)(=O)C. (3) The reactants are [NH2:1][C:2]1[CH:7]=[CH:6][C:5]([C:8]2[CH:13]=[CH:12][CH:11]=[C:10]([F:14])[CH:9]=2)=[CH:4][C:3]=1[CH:15]([OH:17])[CH3:16].Cl[C:19](Cl)([O:21]C(=O)OC(Cl)(Cl)Cl)Cl.C(=O)(O)[O-].[Na+].C(OCC)(=O)C. The catalyst is C1COCC1. The product is [F:14][C:10]1[CH:9]=[C:8]([C:5]2[CH:6]=[CH:7][C:2]3[NH:1][C:19](=[O:21])[O:17][CH:15]([CH3:16])[C:3]=3[CH:4]=2)[CH:13]=[CH:12][CH:11]=1. The yield is 0.810. (4) The reactants are [CH2:1]([O:8][C@@H:9]1[C@@H:15]([CH2:16][OH:17])[O:14][CH:12]([OH:13])[CH2:11][C@H:10]1[O:18][C:19](=[O:25])[CH2:20][CH2:21][CH2:22][CH2:23][CH3:24])[C:2]1[CH:7]=[CH:6][CH:5]=[CH:4][CH:3]=1.O.Br.C([O-])([O-])=O.[Na+].[Na+]. The catalyst is C1COCC1. The product is [CH2:1]([O:8][C@H:9]([C@@H:15]([CH2:16][OH:17])[OH:14])[C@H:10]([O:18][C:19](=[O:25])[CH2:20][CH2:21][CH2:22][CH2:23][CH3:24])[CH2:11][CH:12]=[O:13])[C:2]1[CH:3]=[CH:4][CH:5]=[CH:6][CH:7]=1. The yield is 0.810. (5) The reactants are [Br:1][C:2]1[S:3][CH:4]=[C:5]([C:7]([OH:9])=O)[N:6]=1.[NH2:10][CH2:11][CH:12]1[CH2:14][CH2:13]1.CCN=C=NCCCN(C)C.Cl. The catalyst is C(Cl)Cl. The product is [Br:1][C:2]1[S:3][CH:4]=[C:5]([C:7]([NH:10][CH2:11][CH:12]2[CH2:14][CH2:13]2)=[O:9])[N:6]=1. The yield is 0.640. (6) The reactants are [F:1][C:2]1[CH:3]=[C:4]([CH:18]=[CH:19][CH:20]=1)[CH2:5][O:6][C:7]1[CH:12]=[CH:11][C:10](/[CH:13]=[CH:14]/[N+:15]([O-])=O)=[CH:9][CH:8]=1.Cl. The catalyst is CCO.[Pd]. The product is [F:1][C:2]1[CH:3]=[C:4]([CH:18]=[CH:19][CH:20]=1)[CH2:5][O:6][C:7]1[CH:12]=[CH:11][C:10]([CH2:13][CH2:14][NH2:15])=[CH:9][CH:8]=1. The yield is 0.700. (7) The reactants are F[C:2]1[CH:3]=[C:4]([CH3:11])[CH:5]=[CH:6][C:7]=1[N+:8]([O-:10])=[O:9].[CH3:12][C:13]1[CH:19]=[CH:18][C:16]([NH2:17])=[C:15]([O:20][CH2:21][CH2:22][CH2:23][CH3:24])[CH:14]=1.[NH2:25][C:26]1[S:27][CH:28]=[CH:29][N:30]=1.[CH2:31]([OH:35])CCC. No catalyst specified. The product is [CH2:15]([O:20][C:2]1[CH:3]=[C:4]([CH3:11])[CH:5]=[CH:6][C:7]=1[N+:8]([O-:10])=[O:9])[CH2:14][CH2:13][CH3:12].[CH2:21]([O:20][C:15]1[CH:14]=[C:13]([CH3:12])[CH:19]=[CH:18][C:16]=1[NH:17][C:31]([NH:25][C:26]1[S:27][CH:28]=[CH:29][N:30]=1)=[O:35])[CH2:22][CH2:23][CH3:24]. The yield is 0.750.